Dataset: Reaction yield outcomes from USPTO patents with 853,638 reactions. Task: Predict the reaction yield, written as a fraction of the theoretical maximum amount of product (1.0 means a 100% yield; for example, 0.34 means a 34% yield). (1) The reactants are [C:1]([C:5]1[C:6]([N+:19]([O-])=O)=[CH:7][C:8]([N+]([O-])=O)=[C:9](/[CH:11]=[CH:12]/[N:13](C)C)[CH:10]=1)([CH3:4])([CH3:3])[CH3:2].O.O.[Sn](Cl)Cl. The catalyst is C(O)C. The product is [C:1]([C:5]1[CH:10]=[C:9]2[C:8](=[CH:7][C:6]=1[NH2:19])[NH:13][CH:12]=[CH:11]2)([CH3:2])([CH3:3])[CH3:4]. The yield is 0.120. (2) The reactants are [CH3:1][O:2][C:3]1[CH:4]=[C:5]2[C:10](=[CH:11][CH:12]=1)[C:9](OC1C=CC=CC=1)=[N:8][CH:7]=[CH:6]2.C([O-])(=O)C.[NH4+:24]. The catalyst is [OH-].[Na+]. The product is [NH2:24][C:9]1[C:10]2[C:5](=[CH:4][C:3]([O:2][CH3:1])=[CH:12][CH:11]=2)[CH:6]=[CH:7][N:8]=1. The yield is 0.750. (3) The reactants are Cl[C:2]1[C:7]([CH2:8][NH:9][C:10]2[C:15]([F:16])=[C:14]([O:17][CH3:18])[CH:13]=[C:12]([O:19][CH3:20])[C:11]=2[F:21])=[CH:6][N:5]=[C:4]2[NH:22][CH:23]=[CH:24][C:3]=12.[CH:25]1([NH2:28])[CH2:27][CH2:26]1.C1C=CC(P(C2C=CC3C(=CC=CC=3)C=2C2C3C(=CC=CC=3)C=CC=2P(C2C=CC=CC=2)C2C=CC=CC=2)C2C=CC=CC=2)=CC=1.C(=O)([O-])[O-].[Cs+].[Cs+]. The catalyst is O1CCOCC1.C([O-])(=O)C.[Pd+2].C([O-])(=O)C. The product is [CH:25]1([NH:28][C:2]2[C:3]3[CH:24]=[CH:23][NH:22][C:4]=3[N:5]=[CH:6][C:7]=2[CH2:8][NH:9][C:10]2[C:15]([F:16])=[C:14]([O:17][CH3:18])[CH:13]=[C:12]([O:19][CH3:20])[C:11]=2[F:21])[CH2:27][CH2:26]1. The yield is 0.640. (4) The reactants are [C:1]([OH:5])([CH3:4])([CH3:3])[CH3:2].[CH:6]([N:9]=[C:10]=[N:11][CH:12]([CH3:14])[CH3:13])([CH3:8])[CH3:7]. The catalyst is Cl[Cu].C(Cl)Cl. The product is [CH:12]([NH:11][C:10](=[N:9][CH:6]([CH3:8])[CH3:7])[O:5][C:1]([CH3:4])([CH3:3])[CH3:2])([CH3:14])[CH3:13]. The yield is 0.926.